From a dataset of Catalyst prediction with 721,799 reactions and 888 catalyst types from USPTO. Predict which catalyst facilitates the given reaction. (1) Reactant: FC(F)(F)C([NH:5][CH2:6][C:7]([NH:9][CH2:10][C@:11]1([CH2:26][OH:27])[O:15][C@@H:14]([N:16]2[CH:24]=[C:22]([CH3:23])[C:20](=[O:21])[NH:19][C:17]2=[O:18])[CH2:13][C@@H:12]1[OH:25])=[O:8])=O. Product: [NH2:5][CH2:6][C:7]([NH:9][CH2:10][C@:11]1([CH2:26][OH:27])[O:15][C@@H:14]([N:16]2[CH:24]=[C:22]([CH3:23])[C:20](=[O:21])[NH:19][C:17]2=[O:18])[CH2:13][C@@H:12]1[OH:25])=[O:8]. The catalyst class is: 328. (2) Reactant: [I:1][C:2]1[CH:7]=[C:6]([C:8]([F:11])([F:10])[F:9])[CH:5]=[CH:4][C:3]=1[NH2:12].[C:20](O[C:20]([C:22]([F:25])([F:24])[F:23])=[O:21])([C:22]([F:25])([F:24])[F:23])=[O:21].N1C=[CH:30][CH:29]=[CH:28][CH:27]=1.C(Br)/C=C/C.C([O-])([O-])=O.[K+].[K+]. Product: [CH2:27]([N:12]([C:3]1[CH:4]=[CH:5][C:6]([C:8]([F:10])([F:11])[F:9])=[CH:7][C:2]=1[I:1])[C:20](=[O:21])[C:22]([F:23])([F:24])[F:25])[CH:28]=[CH:29][CH3:30]. The catalyst class is: 34.